From a dataset of Peptide-MHC class II binding affinity with 134,281 pairs from IEDB. Regression. Given a peptide amino acid sequence and an MHC pseudo amino acid sequence, predict their binding affinity value. This is MHC class II binding data. (1) The peptide sequence is QGVYMGNLSQSQLAK. The MHC is DRB1_0404 with pseudo-sequence DRB1_0404. The binding affinity (normalized) is 0.313. (2) The peptide sequence is QPNLKALREKVLGLP. The MHC is DRB3_0202 with pseudo-sequence DRB3_0202. The binding affinity (normalized) is 0.213. (3) The binding affinity (normalized) is 0.580. The peptide sequence is WEQIFSTWLLKPGAG. The MHC is HLA-DPA10103-DPB10401 with pseudo-sequence HLA-DPA10103-DPB10401. (4) The peptide sequence is GELQIVDKIDAAFKE. The MHC is DRB1_0802 with pseudo-sequence DRB1_0802. The binding affinity (normalized) is 0.417. (5) The peptide sequence is TSISSNSGNLKFGLS. The MHC is DRB1_0101 with pseudo-sequence DRB1_0101. The binding affinity (normalized) is 0.542. (6) The peptide sequence is VKDKYMWCYSQVNKR. The MHC is H-2-IAd with pseudo-sequence H-2-IAd. The binding affinity (normalized) is 0.436.